This data is from Full USPTO retrosynthesis dataset with 1.9M reactions from patents (1976-2016). The task is: Predict the reactants needed to synthesize the given product. (1) Given the product [CH2:5]1[C:6]2([CH2:7][CH2:8][CH2:9][CH2:10][CH2:11]2)[CH2:1][CH2:2][CH:3]([O:12][C:22]2[CH:23]=[C:24]3[C:19](=[CH:20][CH:21]=2)[CH:18]=[C:17]([C:15]([O:14][CH3:13])=[O:16])[CH:26]=[CH:25]3)[CH2:4]1, predict the reactants needed to synthesize it. The reactants are: [CH2:1]1[C:6]2([CH2:11][CH2:10][CH2:9][CH2:8][CH2:7]2)[CH2:5][CH2:4][CH:3]([OH:12])[CH2:2]1.[CH3:13][O:14][C:15]([C:17]1[CH:26]=[CH:25][C:24]2[C:19](=[CH:20][CH:21]=[C:22](O)[CH:23]=2)[CH:18]=1)=[O:16].C1(P(C2C=CC=CC=2)C2C=CC=CC=2)C=CC=CC=1.C1(C)C=CC=CC=1.N(C(OC(C)C)=O)=NC(OC(C)C)=O. (2) The reactants are: [NH:1]1[C:9]2[C:4](=[CH:5][CH:6]=[CH:7][CH:8]=2)[C:3]([CH2:10][CH2:11][N:12]2[CH2:17][CH2:16][O:15][CH2:14][CH2:13]2)=[CH:2]1.I[C:19]1[CH:24]=[CH:23][C:22](/[CH:25]=[CH:26]/[C:27]([O:29][CH2:30][CH3:31])=[O:28])=[CH:21][CH:20]=1.P([O-])([O-])([O-])=O.[K+].[K+].[K+]. Given the product [O:15]1[CH2:16][CH2:17][N:12]([CH2:11][CH2:10][C:3]2[C:4]3[C:9](=[CH:8][CH:7]=[CH:6][CH:5]=3)[N:1]([C:19]3[CH:24]=[CH:23][C:22](/[CH:25]=[CH:26]/[C:27]([O:29][CH2:30][CH3:31])=[O:28])=[CH:21][CH:20]=3)[CH:2]=2)[CH2:13][CH2:14]1, predict the reactants needed to synthesize it. (3) Given the product [N:4]1[N:3]2[CH:15]=[CH:14][C:12]([O-:13])=[N:1][C:2]2=[CH:6][CH:5]=1.[Na+:20], predict the reactants needed to synthesize it. The reactants are: [NH2:1][C:2]1[CH:6]=[CH:5][NH:4][N:3]=1.CN1[CH:15]=[CH:14][C:12](=[O:13])N(C)C1=O.[O-]CC.[Na+:20].C(O)C. (4) Given the product [F:1][C:2]1[CH:7]=[CH:6][C:5]([N:8]2[C:12]([C:13]3[CH:23]=[CH:22][C:16]4[O:17][CH2:18][C:19](=[O:21])[NH:20][C:15]=4[CH:14]=3)=[CH:11][C:10]([CH:24]([OH:25])[CH3:26])=[N:9]2)=[CH:4][CH:3]=1, predict the reactants needed to synthesize it. The reactants are: [F:1][C:2]1[CH:7]=[CH:6][C:5]([N:8]2[C:12]([C:13]3[CH:23]=[CH:22][C:16]4[O:17][CH2:18][C:19](=[O:21])[NH:20][C:15]=4[CH:14]=3)=[CH:11][C:10]([CH:24]=[O:25])=[N:9]2)=[CH:4][CH:3]=1.[CH3:26][Mg]Br. (5) The reactants are: [F:1][C:2]1[CH:7]=[C:6]([F:8])[CH:5]=[CH:4][C:3]=1[C:9]1[N:10]=[N:11][N:12]([CH:14]2[CH2:18][NH:17][CH:16]([C:19]([N:21]3[CH2:26][CH2:25][N:24]([C:27]4[CH:34]=[CH:33][CH:32]=[CH:31][C:28]=4[C:29]#[N:30])[CH2:23][CH2:22]3)=[O:20])[CH2:15]2)[N:13]=1.[Cl:35][C:36]1[CH:43]=[CH:42][C:39]([CH:40]=O)=[CH:38][CH:37]=1. Given the product [Cl:35][C:36]1[CH:43]=[CH:42][C:39]([CH2:40][N:17]2[CH2:18][C@@H:14]([N:12]3[N:11]=[N:10][C:9]([C:3]4[CH:4]=[CH:5][C:6]([F:8])=[CH:7][C:2]=4[F:1])=[N:13]3)[CH2:15][C@H:16]2[C:19]([N:21]2[CH2:22][CH2:23][N:24]([C:27]3[CH:34]=[CH:33][CH:32]=[CH:31][C:28]=3[C:29]#[N:30])[CH2:25][CH2:26]2)=[O:20])=[CH:38][CH:37]=1, predict the reactants needed to synthesize it.